Task: Predict the reactants needed to synthesize the given product.. Dataset: Full USPTO retrosynthesis dataset with 1.9M reactions from patents (1976-2016) (1) The reactants are: [CH3:1][O:2][C:3](=[O:11])[C:4]1[C:5](=[CH:7][CH:8]=[CH:9][CH:10]=1)[NH2:6].C(O)(=O)C.[Br:16][C:17]1[CH:22]=[C:21]([CH:23]=O)[CH:20]=[CH:19][N:18]=1.C([BH3-])#N.[Na+]. Given the product [CH3:1][O:2][C:3](=[O:11])[C:4]1[CH:10]=[CH:9][CH:8]=[CH:7][C:5]=1[NH:6][CH2:23][C:21]1[CH:20]=[CH:19][N:18]=[C:17]([Br:16])[CH:22]=1, predict the reactants needed to synthesize it. (2) Given the product [Br:22][C:20]1[N:21]=[C:17]([O:1][CH2:2][CH:3]2[CH2:8][CH2:7][N:6]([C:9]([O:11][C:12]([CH3:15])([CH3:14])[CH3:13])=[O:10])[CH2:5][CH2:4]2)[S:18][CH:19]=1, predict the reactants needed to synthesize it. The reactants are: [OH:1][CH2:2][CH:3]1[CH2:8][CH2:7][N:6]([C:9]([O:11][C:12]([CH3:15])([CH3:14])[CH3:13])=[O:10])[CH2:5][CH2:4]1.Br[C:17]1[S:18][CH:19]=[C:20]([Br:22])[N:21]=1. (3) Given the product [C:1]([O:5][C:6]([N:8]1[CH2:13][CH2:12][N:11]([C:14]2[C:23]3[C:18](=[CH:19][C:20]([Cl:25])=[C:21]([C:31]4[CH:32]=[CH:33][C:28]([Cl:27])=[CH:29][CH:30]=4)[CH:22]=3)[N:17]=[C:16]([NH2:26])[N:15]=2)[CH2:10][CH2:9]1)=[O:7])([CH3:4])([CH3:3])[CH3:2], predict the reactants needed to synthesize it. The reactants are: [C:1]([O:5][C:6]([N:8]1[CH2:13][CH2:12][N:11]([C:14]2[C:23]3[C:18](=[CH:19][C:20]([Cl:25])=[C:21](Br)[CH:22]=3)[N:17]=[C:16]([NH2:26])[N:15]=2)[CH2:10][CH2:9]1)=[O:7])([CH3:4])([CH3:3])[CH3:2].[Cl:27][C:28]1[CH:33]=[CH:32][C:31](B(O)O)=[CH:30][CH:29]=1.C([O-])([O-])=O.[Na+].[Na+]. (4) Given the product [OH:46][C:47]1[CH:48]=[C:49]([CH:52]=[CH:53][C:54]=1[OH:55])[CH2:50][NH:51][C:16]([C:13]1[CH:12]=[CH:11][C:10]2[C:15](=[C:6]([O:5][C:3](=[O:4])[C:2]([CH3:33])([CH3:34])[CH3:1])[C:7]([C:26]([O:28][CH2:29][CH2:30][CH2:31][CH3:32])=[O:27])=[CH:8][CH:9]=2)[N:14]=1)=[O:17], predict the reactants needed to synthesize it. The reactants are: [CH3:1][C:2]([CH3:34])([CH3:33])[C:3]([O:5][C:6]1[C:7]([C:26]([O:28][CH2:29][CH2:30][CH2:31][CH3:32])=[O:27])=[CH:8][CH:9]=[C:10]2[C:15]=1[N:14]=[C:13]([C:16](ON1C(=O)CCC1=O)=[O:17])[CH:12]=[CH:11]2)=[O:4].C1(C)C=CC(S(O)(=O)=O)=CC=1.[OH:46][C:47]1[CH:48]=[C:49]([CH:52]=[CH:53][C:54]=1[OH:55])[CH2:50][NH2:51]. (5) Given the product [CH2:3]([C:5]1[CH:10]=[C:9]([CH2:11][OH:12])[CH:8]=[CH:7][N:6]=1)[CH3:4], predict the reactants needed to synthesize it. The reactants are: [BH4-].[Na+].[CH2:3]([C:5]1[CH:10]=[C:9]([C:11](OCC)=[O:12])[CH:8]=[CH:7][N:6]=1)[CH3:4]. (6) Given the product [CH:75]1([CH2:74][CH2:73][C@@H:69]([NH:68][C:34](=[O:35])[CH2:33][NH:32][C:30](=[O:31])[CH2:29][O:28][C:27]2[CH:37]=[CH:38][C:24]([C@@H:9]3[C@@H:10]([S:13][CH2:14][CH:15]([C:17]4[CH:22]=[CH:21][C:20]([F:23])=[CH:19][CH:18]=4)[OH:16])[C:11](=[O:12])[N:8]3[C:5]3[CH:4]=[CH:3][C:2]([F:1])=[CH:7][CH:6]=3)=[CH:25][CH:26]=2)[C:70]([OH:72])=[O:71])[CH2:80][CH2:79][CH2:78][CH2:77][CH2:76]1, predict the reactants needed to synthesize it. The reactants are: [F:1][C:2]1[CH:7]=[CH:6][C:5]([N:8]2[C:11](=[O:12])[C@H:10]([S:13][CH2:14][C:15]([C:17]3[CH:22]=[CH:21][C:20]([F:23])=[CH:19][CH:18]=3)=[O:16])[C@H:9]2[C:24]2[CH:38]=[CH:37][C:27]([O:28][CH2:29][C:30]([NH:32][CH2:33][C:34](O)=[O:35])=[O:31])=[CH:26][CH:25]=2)=[CH:4][CH:3]=1.CN1CCOCC1.CN(C(ON1N=NC2C=CC=CC1=2)=[N+](C)C)C.[B-](F)(F)(F)F.[NH2:68][C@H:69]([CH2:73][CH2:74][CH:75]1[CH2:80][CH2:79][CH2:78][CH2:77][CH2:76]1)[C:70]([O-:72])=[O:71].[Na+].[BH4-].[Na+]. (7) Given the product [CH:21]1([N:5]2[C:4]3[N:3]=[C:2]([NH:26][C:27]4[CH:35]=[CH:34][C:30]([C:31]([OH:33])=[O:32])=[CH:29][C:28]=4[O:36][CH3:37])[N:11]=[CH:10][C:9]=3[N:8]3[CH:12]=[N:13][C:14]([C:15]([O:17][CH2:18][CH3:19])=[O:16])=[C:7]3[C@H:6]2[CH3:20])[CH2:25][CH2:24][CH2:23][CH2:22]1, predict the reactants needed to synthesize it. The reactants are: Cl[C:2]1[N:11]=[CH:10][C:9]2[N:8]3[CH:12]=[N:13][C:14]([C:15]([O:17][CH2:18][CH3:19])=[O:16])=[C:7]3[C@@H:6]([CH3:20])[N:5]([CH:21]3[CH2:25][CH2:24][CH2:23][CH2:22]3)[C:4]=2[N:3]=1.[NH2:26][C:27]1[CH:35]=[CH:34][C:30]([C:31]([OH:33])=[O:32])=[CH:29][C:28]=1[O:36][CH3:37]. (8) The reactants are: [NH2:1][C:2]1[CH:3]=[C:4]2[C:10](=[CH:11][CH:12]=1)[CH:9]1[CH2:13][CH2:14][CH:5]2[CH2:6][N:7]([C:15](=[O:20])[C:16]([F:19])([F:18])[F:17])[CH2:8]1.C1C(=O)N([Br:28])C(=O)C1. Given the product [NH2:1][C:2]1[C:3]([Br:28])=[C:4]2[C:10](=[CH:11][CH:12]=1)[CH:9]1[CH2:13][CH2:14][CH:5]2[CH2:6][N:7]([C:15](=[O:20])[C:16]([F:19])([F:17])[F:18])[CH2:8]1, predict the reactants needed to synthesize it. (9) Given the product [C:21]([O:4][CH:3]([P:7]([O:11][CH2:12][CH3:13])([O:8][CH2:9][CH3:10])=[O:14])[C:2]([OH:6])=[O:5])(=[O:23])[CH3:22], predict the reactants needed to synthesize it. The reactants are: O.[C:2]([OH:6])(=[O:5])[CH:3]=[O:4].[P:7]([O-:14])([O:11][CH2:12][CH3:13])[O:8][CH2:9][CH3:10].N1C=CC=CC=1.[C:21](Cl)(=[O:23])[CH3:22]. (10) Given the product [C:17]([O:16][C:14]([C:13]1[CH:21]=[CH:22][C:10]([CH:5]([CH2:4][N:2]([CH3:3])[CH3:1])[C:6]([O-:8])=[O:7])=[CH:11][CH:12]=1)=[O:15])([CH3:19])([CH3:18])[CH3:20].[K+:24], predict the reactants needed to synthesize it. The reactants are: [CH3:1][N:2]([CH2:4][CH:5]([C:10]1[CH:22]=[CH:21][C:13]([C:14]([O:16][C:17]([CH3:20])([CH3:19])[CH3:18])=[O:15])=[CH:12][CH:11]=1)[C:6]([O:8]C)=[O:7])[CH3:3].[OH-].[K+:24].